This data is from Reaction yield outcomes from USPTO patents with 853,638 reactions. The task is: Predict the reaction yield, written as a fraction of the theoretical maximum amount of product (1.0 means a 100% yield; for example, 0.34 means a 34% yield). The reactants are S(=O)(=O)(O)O.[NH2:6][C:7]1[CH:12]=[CH:11][C:10]([CH3:13])=[CH:9][CH:8]=1.[N+]([O-])(O)=O.N[C:19]([NH2:21])=O.[C:22]([O:25]CC)(=[O:24])C.[CH3:28]CCCCC. The catalyst is [OH-].[Na+]. The product is [NH:6]1[C:7]2[C:12](=[CH:11][C:10]([CH:13]([CH3:28])[C:22]([OH:25])=[O:24])=[CH:9][CH:8]=2)[CH:19]=[N:21]1. The yield is 0.880.